From a dataset of Catalyst prediction with 721,799 reactions and 888 catalyst types from USPTO. Predict which catalyst facilitates the given reaction. (1) Reactant: [NH2:1][CH2:2][C@@:3]1([CH2:15][C:16]([O:18]C(C)(C)C)=[O:17])[CH2:9][C@H:8]2[C@@H:4]1[CH:5]=[C:6]([CH:10]1[CH2:14][CH2:13][CH2:12][CH2:11]1)[CH2:7]2. Product: [NH2:1][CH2:2][C@@:3]1([CH2:15][C:16]([OH:18])=[O:17])[CH2:9][C@H:8]2[C@@H:4]1[CH:5]=[C:6]([CH:10]1[CH2:14][CH2:13][CH2:12][CH2:11]1)[CH2:7]2. The catalyst class is: 601. (2) Reactant: [CH2:1]([O:8][C:9]([C:11]1[CH:31]=[CH:30][C:14]([O:15][C:16]2[C:21]([F:22])=[C:20](F)[C:19]([F:24])=[C:18]([F:25])[C:17]=2[C:26]([F:29])([F:28])[F:27])=[CH:13][CH:12]=1)=[O:10])[C:2]1[CH:7]=[CH:6][CH:5]=[CH:4][CH:3]=1.[N+:32]([C:35]1[CH:41]=[CH:40][C:38]([O-:39])=[CH:37][C:36]=1[O:42][CH2:43][C:44]1[CH:49]=[CH:48][CH:47]=[CH:46][CH:45]=1)([O-:34])=[O:33].[K+].C(=O)([O-])[O-].[K+].[K+].C(=O)([O-])O.[K+]. Product: [N+:32]([C:35]1[CH:41]=[CH:40][C:38]([O:39][C:20]2[C:19]([F:24])=[C:18]([F:25])[C:17]([C:26]([F:27])([F:28])[F:29])=[C:16]([O:15][C:14]3[CH:13]=[CH:12][C:11]([C:9]([O:8][CH2:1][C:2]4[CH:3]=[CH:4][CH:5]=[CH:6][CH:7]=4)=[O:10])=[CH:31][CH:30]=3)[C:21]=2[F:22])=[CH:37][C:36]=1[O:42][CH2:43][C:44]1[CH:45]=[CH:46][CH:47]=[CH:48][CH:49]=1)([O-:34])=[O:33]. The catalyst class is: 16. (3) Reactant: [N:1]1([CH:10]([NH:14][C:15]([O:17][CH2:18][C:19]2[CH:24]=[CH:23][CH:22]=[CH:21][CH:20]=2)=[O:16])[C:11](O)=[O:12])C2C=CC=CC=2N=N1.C(Cl)(=O)C(Cl)=O.[NH2:31][C:32]1[CH:37]=[CH:36][C:35]([O:38][CH3:39])=[CH:34][C:33]=1[C:40]([C:42]1[CH:47]=[CH:46][CH:45]=[CH:44][CH:43]=1)=O.CN1CCOCC1. Product: [CH3:39][O:38][C:35]1[CH:36]=[CH:37][C:32]2[NH:31][C:11](=[O:12])[CH:10]([NH:14][C:15](=[O:16])[O:17][CH2:18][C:19]3[CH:24]=[CH:23][CH:22]=[CH:21][CH:20]=3)[N:1]=[C:40]([C:42]3[CH:47]=[CH:46][CH:45]=[CH:44][CH:43]=3)[C:33]=2[CH:34]=1. The catalyst class is: 76. (4) Reactant: [CH3:1][O:2][C:3](=[O:23])[CH2:4][CH2:5][NH:6][CH:7]1[CH2:12][CH2:11][N:10]([C:13]([O:15][CH2:16][C:17]2[CH:22]=[CH:21][CH:20]=[CH:19][CH:18]=2)=[O:14])[CH2:9][CH2:8]1.Cl[C:25](=[O:31])[CH2:26][C:27]([O:29][CH3:30])=[O:28]. Product: [CH3:30][O:29][C:27](=[O:28])[CH2:26][C:25]([N:6]([CH:7]1[CH2:12][CH2:11][N:10]([C:13]([O:15][CH2:16][C:17]2[CH:22]=[CH:21][CH:20]=[CH:19][CH:18]=2)=[O:14])[CH2:9][CH2:8]1)[CH2:5][CH2:4][C:3]([O:2][CH3:1])=[O:23])=[O:31]. The catalyst class is: 2. (5) Reactant: CON(C)[C:4]([C:6]1[CH:10]=[CH:9][S:8][C:7]=1[CH3:11])=[O:5].[CH3:13][Mg]Cl.O1CCCC1.[Cl-].[NH4+]. Product: [CH3:11][C:7]1[S:8][CH:9]=[CH:10][C:6]=1[C:4](=[O:5])[CH3:13]. The catalyst class is: 7. (6) Reactant: [C:1]([C:4]1[CH:5]=[C:6]([CH:10]=[CH:11][C:12]=1[OH:13])[C:7]([OH:9])=[O:8])(=[O:3])[CH3:2].[Br:14]Br. Product: [Br:14][CH2:2][C:1]([C:4]1[CH:5]=[C:6]([CH:10]=[CH:11][C:12]=1[OH:13])[C:7]([OH:9])=[O:8])=[O:3]. The catalyst class is: 15.